Predict the reactants needed to synthesize the given product. From a dataset of Full USPTO retrosynthesis dataset with 1.9M reactions from patents (1976-2016). (1) Given the product [CH3:20][C:18]([C:22]1[CH:23]=[CH:24][C:25]([CH2:26][N:27]2[C:33](=[O:34])[CH:32]=[C:36]([OH:37])[N:17]=[C:16]2[C:11]2([C:5]3[CH:10]=[CH:9][CH:8]=[CH:7][CH:6]=3)[CH2:15][CH2:14][CH2:13][CH2:12]2)=[CH:28][CH:29]=1)([CH3:21])[CH3:19], predict the reactants needed to synthesize it. The reactants are: [Cl-].C[Al+]C.[C:5]1([C:11]2([C:16]#[N:17])[CH2:15][CH2:14][CH2:13][CH2:12]2)[CH:10]=[CH:9][CH:8]=[CH:7][CH:6]=1.[C:18]([C:22]1[CH:29]=[CH:28][C:25]([CH2:26][NH2:27])=[CH:24][CH:23]=1)([CH3:21])([CH3:20])[CH3:19].C([C:32](CC)([C:36]([O-])=[O:37])[C:33]([O-])=[O:34])C.[Na].Cl. (2) Given the product [Br:24][C:21]1[CH:22]=[CH:23][C:18]([O:12][CH2:11][C:10]2[CH:13]=[CH:14][C:7]([F:6])=[CH:8][CH:9]=2)=[N:19][CH:20]=1, predict the reactants needed to synthesize it. The reactants are: CN(C)C=O.[F:6][C:7]1[CH:14]=[CH:13][C:10]([CH2:11][OH:12])=[CH:9][CH:8]=1.[H-].[Na+].Br[C:18]1[CH:23]=[CH:22][C:21]([Br:24])=[CH:20][N:19]=1. (3) The reactants are: [O:1]=[C:2]([CH3:8])[C:3]([O:5][CH2:6][CH3:7])=[O:4].[CH2:9]([Si](C)(C)C)[CH:10]=C.Cl[CH2:17]Cl. Given the product [OH:1][C:2]([CH3:17])([CH2:8][CH:9]=[CH2:10])[C:3]([O:5][CH2:6][CH3:7])=[O:4], predict the reactants needed to synthesize it. (4) Given the product [ClH:38].[CH3:1][O:2][C:3]([C:5]1([NH2:28])[C:7]2([CH2:10][CH2:9][CH2:8]2)[CH2:6]1)=[O:4], predict the reactants needed to synthesize it. The reactants are: [CH3:1][O:2][C:3]([C:5]1(C(O)=O)[C:7]2([CH2:10][CH2:9][CH2:8]2)[CH2:6]1)=[O:4].C1C=CC(P([N:28]=[N+]=[N-])(C2C=CC=CC=2)=O)=CC=1.CCN(CC)CC.[ClH:38].O1CCOCC1. (5) Given the product [OH:1][C@H:2]([CH3:14])[CH2:3][N:4]1[C:12]2[C:7](=[CH:8][CH:9]=[C:10]([OH:13])[C:11]=2[N:15]=[O:16])[CH:6]=[N:5]1, predict the reactants needed to synthesize it. The reactants are: [OH:1][C@H:2]([CH3:14])[CH2:3][N:4]1[C:12]2[C:7](=[CH:8][CH:9]=[C:10]([OH:13])[CH:11]=2)[CH:6]=[N:5]1.[N:15]([O-])=[O:16].[Na+].O. (6) Given the product [F:1][C:2]1[CH:3]=[C:4]([S:9]([NH:13][C@H:14]([C:35]2[CH:36]=[CH:37][CH:38]=[CH:39][CH:40]=2)[CH2:15][CH2:16][N:17]2[CH2:22][CH2:21][CH:20]([C:23]3[CH:24]=[C:25]([NH:29][C:30](=[O:34])[CH:31]([CH3:33])[CH3:32])[CH:26]=[CH:27][CH:28]=3)[CH2:19][CH2:18]2)(=[O:11])=[O:10])[CH:5]=[CH:6][C:7]=1[F:8], predict the reactants needed to synthesize it. The reactants are: [F:1][C:2]1[CH:3]=[C:4]([S:9](Cl)(=[O:11])=[O:10])[CH:5]=[CH:6][C:7]=1[F:8].[NH2:13][C@H:14]([C:35]1[CH:40]=[CH:39][CH:38]=[CH:37][CH:36]=1)[CH2:15][CH2:16][N:17]1[CH2:22][CH2:21][CH:20]([C:23]2[CH:24]=[C:25]([NH:29][C:30](=[O:34])[CH:31]([CH3:33])[CH3:32])[CH:26]=[CH:27][CH:28]=2)[CH2:19][CH2:18]1. (7) The reactants are: FC(F)(F)C(O)=O.[F:8][C:9]1[CH:36]=[CH:35][C:12]([NH:13][C:14]2[CH:26]=[C:25](/[CH:27]=[CH:28]/[C:29]3[CH:30]=[N:31][CH:32]=[CH:33][CH:34]=3)[CH:24]=[CH:23][C:15]=2[C:16]([O:18]C(C)(C)C)=[O:17])=[CH:11][CH:10]=1. Given the product [F:8][C:9]1[CH:10]=[CH:11][C:12]([NH:13][C:14]2[CH:26]=[C:25](/[CH:27]=[CH:28]/[C:29]3[CH:30]=[N:31][CH:32]=[CH:33][CH:34]=3)[CH:24]=[CH:23][C:15]=2[C:16]([OH:18])=[O:17])=[CH:35][CH:36]=1, predict the reactants needed to synthesize it. (8) Given the product [C:1]1([S:7]([N:10]2[C:14]3=[N:15][CH:16]=[C:17]([Cl:19])[CH:18]=[C:13]3[C:12]([CH2:20][C:22]3[CH:23]=[N:24][C:25]([S:28][CH3:29])=[N:26][CH:27]=3)=[CH:11]2)(=[O:9])=[O:8])[CH:2]=[CH:3][CH:4]=[CH:5][CH:6]=1, predict the reactants needed to synthesize it. The reactants are: [C:1]1([S:7]([N:10]2[C:14]3=[N:15][CH:16]=[C:17]([Cl:19])[CH:18]=[C:13]3[C:12]([CH:20]([C:22]3[CH:23]=[N:24][C:25]([S:28][CH3:29])=[N:26][CH:27]=3)O)=[CH:11]2)(=[O:9])=[O:8])[CH:6]=[CH:5][CH:4]=[CH:3][CH:2]=1.C([SiH](CC)CC)C.FC(F)(F)C(O)=O. (9) Given the product [C:1]([O:5][C:6]([CH2:8][N:9]1[C:17]2[C:12](=[CH:13][CH:14]=[CH:15][CH:16]=2)[CH:11]=[C:10]1[C:18]([NH:20][C@H:21]([C:25]([NH:27][CH:28]([C:37](=[O:50])[CH2:38][O:39][C:40]1[C:45]([F:46])=[C:44]([F:47])[CH:43]=[C:42]([F:48])[C:41]=1[F:49])[CH2:29][C:30]([O:32][C:33]([CH3:34])([CH3:35])[CH3:36])=[O:31])=[O:26])[CH:22]([CH3:24])[CH3:23])=[O:19])=[O:7])([CH3:3])([CH3:4])[CH3:2], predict the reactants needed to synthesize it. The reactants are: [C:1]([O:5][C:6]([CH2:8][N:9]1[C:17]2[C:12](=[CH:13][CH:14]=[CH:15][CH:16]=2)[CH:11]=[C:10]1[C:18]([NH:20][C@H:21]([C:25]([NH:27][CH:28]([CH:37]([OH:50])[CH2:38][O:39][C:40]1[C:45]([F:46])=[C:44]([F:47])[CH:43]=[C:42]([F:48])[C:41]=1[F:49])[CH2:29][C:30]([O:32][C:33]([CH3:36])([CH3:35])[CH3:34])=[O:31])=[O:26])[CH:22]([CH3:24])[CH3:23])=[O:19])=[O:7])([CH3:4])([CH3:3])[CH3:2].CC(OI1(OC(C)=O)(OC(C)=O)OC(=O)C2C=CC=CC1=2)=O. (10) Given the product [CH3:14][O:13][C:11](=[O:12])[CH2:10][CH2:9][CH2:8][CH2:7][CH2:6][CH2:5][CH2:4][CH:3]=[CH:2][I:1], predict the reactants needed to synthesize it. The reactants are: [I:1]/[CH:2]=[CH:3]/[CH2:4][CH2:5][CH2:6][CH2:7][CH2:8][CH2:9][CH2:10][C:11]([O:13][CH3:14])=[O:12].C(I)(I)I.O.